From a dataset of Forward reaction prediction with 1.9M reactions from USPTO patents (1976-2016). Predict the product of the given reaction. (1) Given the reactants [NH:1]1[C:8]2[N:4]([N:5]=[CH:6][CH:7]=2)[CH2:3][CH2:2]1.[Br:9]Br, predict the reaction product. The product is: [BrH:9].[Br:9][C:7]1[CH:6]=[N:5][N:4]2[CH2:3][CH2:2][NH:1][C:8]=12. (2) The product is: [CH3:51][C:46]1[CH:47]=[C:10]([CH3:9])[N:11]=[C:12]([NH:8][C:6](=[O:7])[N:3]([CH3:4])[CH2:2][CH2:1][CH2:30][O:29][C:17]2[CH:18]=[CH:19][C:20]3[C:21]([C:25]([F:26])([F:27])[F:28])=[N:22][O:23][C:24]=3[C:16]=2[CH2:13][CH2:14][CH3:15])[CH:45]=1. Given the reactants [CH:1]1N=[CH:4][N:3]([C:6]([N:8]2[CH:12]=[N:11][CH:10]=[CH:9]2)=[O:7])[CH:2]=1.[CH2:13]([C:16]1[C:24]2[O:23][N:22]=[C:21]([C:25]([F:28])([F:27])[F:26])[C:20]=2[CH:19]=[CH:18][C:17]=1[O:29][CH2:30]CCNC)[CH2:14][CH3:15].[Li+].C[Si]([N-][Si](C)(C)C)(C)C.[CH3:45][C:46]1[CH:51]=C(C)N=C(N)[CH:47]=1.[NH4+].[Cl-], predict the reaction product. (3) Given the reactants [Br:1][C:2]1[CH:7]=[C:6]([O:8][C:9]([F:12])([F:11])[F:10])[CH:5]=[CH:4][C:3]=1[NH2:13].[C:21](O[C:21]([C:23]([F:26])([F:25])[F:24])=[O:22])([C:23]([F:26])([F:25])[F:24])=[O:22].N1C=[CH:31][CH:30]=[CH:29][CH:28]=1.C(Br)/C=C/C.C([O-])([O-])=O.[K+].[K+], predict the reaction product. The product is: [Br:1][C:2]1[CH:7]=[C:6]([O:8][C:9]([F:11])([F:12])[F:10])[CH:5]=[CH:4][C:3]=1[N:13]([CH2:28][CH:29]=[CH:30][CH3:31])[C:21](=[O:22])[C:23]([F:24])([F:25])[F:26]. (4) Given the reactants [C:1]([C:4]1[CH:5]=[CH:6][C:7]([NH:24][CH2:25][CH3:26])=[C:8]([N:10]=[C:11]2[N:15]([CH2:16][C:17]3[CH:22]=[CH:21][CH:20]=[CH:19][CH:18]=3)[C:14](=[O:23])[CH2:13][S:12]2)[CH:9]=1)(=[O:3])[CH3:2].C[Si]([N-][Si](C)(C)C)(C)C.[Li+].[CH2:37](Br)[C:38]1[CH:43]=[CH:42][CH:41]=[CH:40][CH:39]=1, predict the reaction product. The product is: [C:1]([C:4]1[CH:5]=[CH:6][C:7]([NH:24][CH2:25][CH3:26])=[C:8]([N:10]=[C:11]2[N:15]([CH2:16][C:17]3[CH:18]=[CH:19][CH:20]=[CH:21][CH:22]=3)[C:14](=[O:23])[CH:13]([CH2:37][C:38]3[CH:43]=[CH:42][CH:41]=[CH:40][CH:39]=3)[S:12]2)[CH:9]=1)(=[O:3])[CH3:2]. (5) Given the reactants [BH4-].[Li+].C([O:5][C:6]([C:8]1[CH:9]=[C:10]2[C:15](=[CH:16][CH:17]=1)[N:14]=[CH:13][C:12]([C:18]#[N:19])=[C:11]2[CH2:20][CH:21]([CH3:23])[CH3:22])=O)C.Cl, predict the reaction product. The product is: [OH:5][CH2:6][C:8]1[CH:9]=[C:10]2[C:15](=[CH:16][CH:17]=1)[NH:14][CH:13]=[C:12]([C:18]#[N:19])[CH:11]2[CH2:20][CH:21]([CH3:23])[CH3:22]. (6) Given the reactants Cl.[Cl:2][C:3]1[CH:4]=[C:5]2[C:15](=[CH:16][CH:17]=1)[O:14][C:8]1([CH2:13][CH2:12][NH:11][CH2:10][CH2:9]1)[CH2:7][C:6]2=[O:18].[C:19]([O:24][C@@H:25]([C:27]1[N:32]=[C:31](Cl)[CH:30]=[CH:29][N:28]=1)[CH3:26])(=[O:23])[CH2:20][CH2:21][CH3:22].C(N(CC)CC)C, predict the reaction product. The product is: [C:19]([O:24][C@@H:25]([C:27]1[N:28]=[C:29]([N:11]2[CH2:12][CH2:13][C:8]3([CH2:7][C:6](=[O:18])[C:5]4[C:15](=[CH:16][CH:17]=[C:3]([Cl:2])[CH:4]=4)[O:14]3)[CH2:9][CH2:10]2)[CH:30]=[CH:31][N:32]=1)[CH3:26])(=[O:23])[CH2:20][CH2:21][CH3:22]. (7) Given the reactants Cl.[CH3:2][O:3][C:4]1[CH:9]=[CH:8][C:7]([O:10][CH3:11])=[CH:6][C:5]=1[C:12]1[S:20][C:19]2[C:18](=[O:21])[N:17]([CH:22]3[CH2:27][CH2:26][NH:25][CH2:24][CH2:23]3)[C:16](=[O:28])[N:15]([CH2:29][C:30]3[N:31]=[N:32][N:33]([CH2:35][CH3:36])[N:34]=3)[C:14]=2[CH:13]=1.[CH2:37]([O:39][C:40]1[C:49]([O:50][CH3:51])=[CH:48][C:47]2[C:46]([C:52]3[CH:53]=[C:54]([CH:58]=[CH:59][CH:60]=3)[C:55](O)=[O:56])=[N:45][C@@H:44]3[CH2:61][CH2:62][S:63][CH2:64][C@@H:43]3[C:42]=2[CH:41]=1)[CH3:38].CN(C(ON1N=NC2C=CC=CC1=2)=[N+](C)C)C.F[P-](F)(F)(F)(F)F.CCN(C(C)C)C(C)C, predict the reaction product. The product is: [CH3:2][O:3][C:4]1[CH:9]=[CH:8][C:7]([O:10][CH3:11])=[CH:6][C:5]=1[C:12]1[S:20][C:19]2[C:18](=[O:21])[N:17]([CH:22]3[CH2:27][CH2:26][N:25]([C:55]([C:54]4[CH:58]=[CH:59][CH:60]=[C:52]([C:46]5[C:47]6[CH:48]=[C:49]([O:50][CH3:51])[C:40]([O:39][CH2:37][CH3:38])=[CH:41][C:42]=6[C@H:43]6[CH2:64][S:63][CH2:62][CH2:61][C@H:44]6[N:45]=5)[CH:53]=4)=[O:56])[CH2:24][CH2:23]3)[C:16](=[O:28])[N:15]([CH2:29][C:30]3[N:31]=[N:32][N:33]([CH2:35][CH3:36])[N:34]=3)[C:14]=2[CH:13]=1. (8) Given the reactants Br[C:2]1[CH:7]=[N:6][C:5]([CH3:8])=[CH:4][N:3]=1.[CH3:9][CH:10]([O-:12])[CH3:11].[Na+], predict the reaction product. The product is: [CH:10]([O:12][C:2]1[CH:7]=[N:6][C:5]([CH3:8])=[CH:4][N:3]=1)([CH3:11])[CH3:9]. (9) Given the reactants [Si]([O:8][CH2:9][C:10]1[S:14][C:13]([C:15](=[N:17][OH:18])[NH2:16])=[C:12]([CH3:19])[CH:11]=1)(C(C)(C)C)(C)C.[F:20][C:21]1[CH:22]=[C:23]([CH:27]=[CH:28][C:29]=1[O:30][C:31]1[CH:36]=[CH:35][CH:34]=[CH:33][CH:32]=1)[C:24](O)=O.C1(N=C=NC2CCCCC2)CCCCC1.[F-].C([N+](CCCC)(CCCC)CCCC)CCC.O1CCCC1, predict the reaction product. The product is: [F:20][C:21]1[CH:22]=[C:23]([C:24]2[O:18][N:17]=[C:15]([C:13]3[S:14][C:10]([CH2:9][OH:8])=[CH:11][C:12]=3[CH3:19])[N:16]=2)[CH:27]=[CH:28][C:29]=1[O:30][C:31]1[CH:36]=[CH:35][CH:34]=[CH:33][CH:32]=1. (10) Given the reactants [CH3:1][C:2]([NH:25]C(=O)OC(C)(C)C)([CH3:24])[CH2:3][C:4]1[C:12]2[C:7](=[C:8]([O:13][C@@H:14]([CH3:23])[C:15]([N:17]3[CH2:22][CH2:21][O:20][CH2:19][CH2:18]3)=[O:16])[CH:9]=[CH:10][CH:11]=2)[NH:6][CH:5]=1.Cl.C(=O)([O-])O.[Na+], predict the reaction product. The product is: [CH3:1][C:2]([NH2:25])([CH3:24])[CH2:3][C:4]1[C:12]2[C:7](=[C:8]([O:13][C@@H:14]([CH3:23])[C:15]([N:17]3[CH2:22][CH2:21][O:20][CH2:19][CH2:18]3)=[O:16])[CH:9]=[CH:10][CH:11]=2)[NH:6][CH:5]=1.